Predict the reactants needed to synthesize the given product. From a dataset of Full USPTO retrosynthesis dataset with 1.9M reactions from patents (1976-2016). Given the product [NH2:54][C:52]1[C:53]2[N:45]([CH2:44][O:43][CH2:36][C:37]3[CH:42]=[CH:41][CH:40]=[CH:39][CH:38]=3)[CH:46]=[C:47]([C:59]#[C:60][CH2:61][CH2:62][CH2:63][N:65]3[CH2:70][CH2:69][CH:68]([OH:71])[CH2:67][CH2:66]3)[C:48]=2[N:49]=[C:50]([CH2:55][CH2:56][CH2:57][CH3:58])[N:51]=1, predict the reactants needed to synthesize it. The reactants are: C(OCN1C2C(N)=NC(CCCC)=NC=2C(C#CCCCCN2CCCC2)=C1C)C1C=CC=CC=1.[CH2:36]([O:43][CH2:44][N:45]1[C:53]2[C:52]([NH2:54])=[N:51][C:50]([CH2:55][CH2:56][CH2:57][CH3:58])=[N:49][C:48]=2[C:47]([C:59]#[C:60][CH2:61][CH2:62][CH2:63]Cl)=[CH:46]1)[C:37]1[CH:42]=[CH:41][CH:40]=[CH:39][CH:38]=1.[NH:65]1[CH2:70][CH2:69][CH:68]([OH:71])[CH2:67][CH2:66]1.